From a dataset of Forward reaction prediction with 1.9M reactions from USPTO patents (1976-2016). Predict the product of the given reaction. (1) Given the reactants Br[C:2]1[S:6][C:5]([N:7]2[CH2:12][CH2:11][C:10]([CH2:18][CH2:19][O:20][C:21]3[CH:22]=[C:23]([CH2:28][C:29]([OH:31])=[O:30])[CH:24]=[C:25]([Cl:27])[CH:26]=3)([N:13]3[CH2:17][CH2:16][CH2:15][CH2:14]3)[CH2:9][CH2:8]2)=[N:4][CH:3]=1.[F:32][C:33]1[CH:34]=[C:35](B(O)O)[CH:36]=[CH:37][CH:38]=1.C(=O)([O-])[O-].[Na+].[Na+], predict the reaction product. The product is: [Cl:27][C:25]1[CH:24]=[C:23]([CH2:28][C:29]([OH:31])=[O:30])[CH:22]=[C:21]([O:20][CH2:19][CH2:18][C:10]2([N:13]3[CH2:17][CH2:16][CH2:15][CH2:14]3)[CH2:11][CH2:12][N:7]([C:5]3[S:6][C:2]([C:37]4[CH:36]=[CH:35][CH:34]=[C:33]([F:32])[CH:38]=4)=[CH:3][N:4]=3)[CH2:8][CH2:9]2)[CH:26]=1. (2) Given the reactants Cl[C:2]1[C:11]2[C:6](=[CH:7][CH:8]=[CH:9][CH:10]=2)[NH:5]/[C:4](=[C:12]2/[C:13]([CH3:18])=[N:14][NH:15][C:16]/2=[O:17])/[CH:3]=1.[SH:19][C:20]1[CH:28]=[CH:27][C:23]([C:24]([OH:26])=[O:25])=[CH:22][N:21]=1, predict the reaction product. The product is: [CH3:18][C:13]1=[N:14][NH:15][C:16](=[O:17])/[C:12]/1=[C:4]1\[NH:5][C:6]2[C:11]([C:2]([S:19][C:20]3[CH:28]=[CH:27][C:23]([C:24]([OH:26])=[O:25])=[CH:22][N:21]=3)=[CH:3]\1)=[CH:10][CH:9]=[CH:8][CH:7]=2.